This data is from Full USPTO retrosynthesis dataset with 1.9M reactions from patents (1976-2016). The task is: Predict the reactants needed to synthesize the given product. Given the product [C:1]([O:5][C:6]([NH:7][C@@H:8]([CH2:11][C:12]1[CH:17]=[CH:16][CH:15]=[CH:14][CH:13]=1)[CH2:9][O:10][S:21]([C:24]1[CH:30]=[CH:29][C:27]([CH3:28])=[CH:26][CH:25]=1)(=[O:23])=[O:22])=[O:18])([CH3:4])([CH3:2])[CH3:3], predict the reactants needed to synthesize it. The reactants are: [C:1]([O:5][C:6](=[O:18])[NH:7][C@@H:8]([CH2:11][C:12]1[CH:17]=[CH:16][CH:15]=[CH:14][CH:13]=1)[CH2:9][OH:10])([CH3:4])([CH3:3])[CH3:2].[OH-].[K+].[S:21](Cl)([C:24]1[CH:30]=[CH:29][C:27]([CH3:28])=[CH:26][CH:25]=1)(=[O:23])=[O:22].